This data is from Clinical trial toxicity outcomes and FDA approval status for drugs. The task is: Regression/Classification. Given a drug SMILES string, predict its toxicity properties. Task type varies by dataset: regression for continuous values (e.g., LD50, hERG inhibition percentage) or binary classification for toxic/non-toxic outcomes (e.g., AMES mutagenicity, cardiotoxicity, hepatotoxicity). Dataset: clintox. (1) The drug is C[C@]12CC[C@H]3[C@@H](CC[C@H]4NC(=O)C=C[C@]34C)[C@@H]1CC[C@@H]2C(=O)Nc1cc(C(F)(F)F)ccc1C(F)(F)F. The result is 1 (failed clinical trial for toxicity). (2) The compound is C#CC[NH2+][C@@H]1CCc2ccccc21. The result is 0 (passed clinical trial).